This data is from Reaction yield outcomes from USPTO patents with 853,638 reactions. The task is: Predict the reaction yield, written as a fraction of the theoretical maximum amount of product (1.0 means a 100% yield; for example, 0.34 means a 34% yield). (1) The yield is 0.237. The reactants are Br[C:2]1[CH:7]=[CH:6][C:5]([C@@H:8]([N:10]2[CH2:15][CH2:14][C@:13]([CH2:23][C:24]([CH3:28])([CH3:27])[C:25]#[N:26])([C:16]3[CH:21]=[CH:20][C:19]([F:22])=[CH:18][CH:17]=3)[O:12][C:11]2=[O:29])[CH3:9])=[CH:4][CH:3]=1.[B:30]1([B:30]2[O:34][C:33]([CH3:36])([CH3:35])[C:32]([CH3:38])([CH3:37])[O:31]2)[O:34][C:33]([CH3:36])([CH3:35])[C:32]([CH3:38])([CH3:37])[O:31]1.CC([O-])=O.[K+]. The catalyst is CS(C)=O.C1C=CC(P(C2C=CC=CC=2)[C-]2C=CC=C2)=CC=1.C1C=CC(P(C2C=CC=CC=2)[C-]2C=CC=C2)=CC=1.Cl[Pd]Cl.[Fe+2]. The product is [F:22][C:19]1[CH:20]=[CH:21][C:16]([C@:13]2([CH2:23][C:24]([CH3:28])([CH3:27])[C:25]#[N:26])[O:12][C:11](=[O:29])[N:10]([C@H:8]([C:5]3[CH:6]=[CH:7][C:2]([B:30]4[O:34][C:33]([CH3:36])([CH3:35])[C:32]([CH3:38])([CH3:37])[O:31]4)=[CH:3][CH:4]=3)[CH3:9])[CH2:15][CH2:14]2)=[CH:17][CH:18]=1. (2) The reactants are [Cl:1][C:2]1[CH:10]=[CH:9][C:5]([C:6](O)=[O:7])=[CH:4][N:3]=1.CN1CCOCC1.ClC(OCC(C)C)=O.Cl.[CH3:27][O:28][NH:29][CH3:30].C([O-])(O)=O.[Na+]. The catalyst is ClCCl. The product is [Cl:1][C:2]1[CH:10]=[CH:9][C:5]([C:6]([N:29]([O:28][CH3:27])[CH3:30])=[O:7])=[CH:4][N:3]=1. The yield is 0.466. (3) The reactants are [CH3:1][O:2][N:3]=[CH:4][C:5]1[CH:10]=[CH:9][C:8]([N+:11]([O-:13])=[O:12])=[C:7]([OH:14])[CH:6]=1.N1C=CN=C1.[CH:20]([Si:23](Cl)([CH:27]([CH3:29])[CH3:28])[CH:24]([CH3:26])[CH3:25])([CH3:22])[CH3:21].C(OCC)(=O)C. The catalyst is CN(C)C=O.CCOCC. The product is [CH3:1][O:2][N:3]=[CH:4][C:5]1[CH:10]=[CH:9][C:8]([N+:11]([O-:13])=[O:12])=[C:7]([O:14][Si:23]([CH:27]([CH3:29])[CH3:28])([CH:24]([CH3:26])[CH3:25])[CH:20]([CH3:22])[CH3:21])[CH:6]=1. The yield is 0.930. (4) The reactants are C(N1CCC(NC)CC1)C1C=CC=CC=1.[CH2:16]([N:23]1[CH2:28][CH2:27][CH:26]([N:29]([CH3:42])[C:30](=[O:41])[CH2:31][O:32][C:33]2[N:38]=[C:37]([CH3:39])[CH:36]=[C:35]([CH3:40])[N:34]=2)[CH2:25][CH2:24]1)[C:17]1[CH:22]=[CH:21][CH:20]=[CH:19][CH:18]=1.[ClH:43].C(OCC)(=O)C. The catalyst is CO. The product is [CH2:16]([N:23]1[CH2:28][CH2:27][CH:26]([N:29]([CH3:42])[C:30](=[O:41])[CH2:31][O:32][C:33]2[N:38]=[C:37]([CH3:39])[CH:36]=[C:35]([CH3:40])[N:34]=2)[CH2:25][CH2:24]1)[C:17]1[CH:18]=[CH:19][CH:20]=[CH:21][CH:22]=1.[ClH:43].[CH2:16]([N:23]1[CH2:28][CH2:27][CH:26]([N:29]([CH3:42])[C:30](=[O:41])[CH2:31][O:32][C:33]2[N:38]=[C:37]([CH3:39])[CH:36]=[C:35]([CH3:40])[N:34]=2)[CH2:25][CH2:24]1)[C:17]1[CH:18]=[CH:19][CH:20]=[CH:21][CH:22]=1. The yield is 0.620. (5) The reactants are [Cl:1][C:2]1[CH:7]=[CH:6][C:5]([CH2:8][N:9]2[CH2:21][CH2:20][C:19]3[C:18]4[C:13](=[CH:14][CH:15]=[C:16]([O:22][CH3:23])[CH:17]=4)[N:12](C(OC(C)(C)C)=O)[C:11]=3[C:10]2=[O:31])=[C:4]([F:32])[C:3]=1[O:33][C:34]1[CH:39]=[C:38]([C:40]#[N:41])[CH:37]=[C:36]([Cl:42])[CH:35]=1.C(O)(C(F)(F)F)=O. The catalyst is C(Cl)Cl. The product is [Cl:42][C:36]1[CH:37]=[C:38]([CH:39]=[C:34]([O:33][C:3]2[C:2]([Cl:1])=[CH:7][CH:6]=[C:5]([CH2:8][N:9]3[CH2:21][CH2:20][C:19]4[C:18]5[C:13](=[CH:14][CH:15]=[C:16]([O:22][CH3:23])[CH:17]=5)[NH:12][C:11]=4[C:10]3=[O:31])[C:4]=2[F:32])[CH:35]=1)[C:40]#[N:41]. The yield is 0.800. (6) The reactants are [N:1]([CH2:4][C@H:5]1[CH:14]=[CH:13][C:12]2[C:7](=[C:8]([C:15]3[C:20]([Cl:21])=[CH:19][CH:18]=[CH:17][C:16]=3[Cl:22])[CH:9]=[CH:10][CH:11]=2)[O:6]1)=[N+]=[N-].C1(P(C2C=CC=CC=2)C2C=CC=CC=2)C=CC=CC=1. The catalyst is O1CCCC1.O. The product is [Cl:22][C:16]1[CH:17]=[CH:18][CH:19]=[C:20]([Cl:21])[C:15]=1[C:8]1[CH:9]=[CH:10][CH:11]=[C:12]2[C:7]=1[O:6][C@@H:5]([CH2:4][NH2:1])[CH:14]=[CH:13]2. The yield is 0.900. (7) The reactants are C1([NH:7][C:8]([C:10]2[C:11](=[O:29])[N:12]([CH2:21][C:22]3[CH:27]=[CH:26][C:25]([F:28])=[CH:24][CH:23]=3)[C:13]3[C:18]([C:19]=2O)=[CH:17][CH:16]=[CH:15][CH:14]=3)=O)CCCCC1.P(Cl)(Cl)([Cl:32])=O. No catalyst specified. The product is [Cl:32][C:19]1[C:18]2[C:13](=[CH:14][CH:15]=[CH:16][CH:17]=2)[N:12]([CH2:21][C:22]2[CH:27]=[CH:26][C:25]([F:28])=[CH:24][CH:23]=2)[C:11](=[O:29])[C:10]=1[C:8]#[N:7]. The yield is 0.760.